From a dataset of Reaction yield outcomes from USPTO patents with 853,638 reactions. Predict the reaction yield, written as a fraction of the theoretical maximum amount of product (1.0 means a 100% yield; for example, 0.34 means a 34% yield). (1) The reactants are O[CH:2]([C:5]1[C:13]2[O:12][CH2:11][CH:10]([C:14]3[CH:19]=[CH:18][C:17]([CH:20]([CH3:22])[CH3:21])=[CH:16][CH:15]=3)[C:9]=2[C:8]([CH3:23])=[C:7]([NH:24][C:25](=[O:31])[CH2:26][C:27]([CH3:30])([CH3:29])[CH3:28])[C:6]=1[CH3:32])[CH2:3][OH:4]. The catalyst is C(O)C.[OH-].[OH-].[Pd+2]. The product is [OH:4][CH2:3][CH2:2][C:5]1[C:13]2[O:12][CH2:11][CH:10]([C:14]3[CH:19]=[CH:18][C:17]([CH:20]([CH3:21])[CH3:22])=[CH:16][CH:15]=3)[C:9]=2[C:8]([CH3:23])=[C:7]([NH:24][C:25](=[O:31])[CH2:26][C:27]([CH3:30])([CH3:29])[CH3:28])[C:6]=1[CH3:32]. The yield is 0.210. (2) The yield is 0.110. The product is [CH3:8][O:7][C:5](=[O:6])[C:4]1[CH:9]=[CH:10][CH:11]=[C:2]([C:1](=[O:13])[CH2:15][C:16](=[O:17])[CH3:18])[CH:3]=1. The reactants are [C:1]([O:13]C)(=O)[C:2]1[CH:11]=[CH:10][CH:9]=[C:4]([C:5]([O:7][CH3:8])=[O:6])[CH:3]=1.[CH3:15][C:16]([CH3:18])=[O:17].[H-].[Na+].Cl. The catalyst is C1(C)C=CC=CC=1.C(COC)OC.C1(C)C=CC=CC=1.O. (3) The reactants are [NH2:1][C:2]1[N:7]=[CH:6][N:5]=[C:4]2[N:8]([CH:12]([C:14]3[C:15]([O:32][CH3:33])=[C:16]([CH:22]4[CH2:25][N:24]([C@H:26]([CH3:31])[C:27]([O:29]C)=[O:28])[CH2:23]4)[C:17]([CH3:21])=[C:18]([Cl:20])[CH:19]=3)[CH3:13])[N:9]=[C:10]([CH3:11])[C:3]=12.[OH-].[Li+]. The catalyst is C(#N)C.O.C(OCC)(=O)C.Cl. The product is [NH2:1][C:2]1[N:7]=[CH:6][N:5]=[C:4]2[N:8]([CH:12]([C:14]3[C:15]([O:32][CH3:33])=[C:16]([CH:22]4[CH2:25][N:24]([C@H:26]([CH3:31])[C:27]([OH:29])=[O:28])[CH2:23]4)[C:17]([CH3:21])=[C:18]([Cl:20])[CH:19]=3)[CH3:13])[N:9]=[C:10]([CH3:11])[C:3]=12. The yield is 0.830. (4) The reactants are [H-].[Na+].C(S)C.[Br:6][C:7]1[CH:8]=[C:9]2[C:14](=[CH:15][C:16]=1[O:17]C)[C:13]([CH3:20])([CH3:19])[CH2:12][CH:11]=[C:10]2[CH3:21].Cl. The catalyst is CN(C=O)C.O. The product is [Br:6][C:7]1[C:16]([OH:17])=[CH:15][C:14]2[C:13]([CH3:20])([CH3:19])[CH2:12][CH:11]=[C:10]([CH3:21])[C:9]=2[CH:8]=1. The yield is 1.00.